From a dataset of Forward reaction prediction with 1.9M reactions from USPTO patents (1976-2016). Predict the product of the given reaction. (1) Given the reactants [CH2:1]([O:8][C:9]1[CH:24]=[C:23]([N:25]([CH2:31][C:32]2[CH:37]=[CH:36][C:35]([CH:38]3[CH2:43][CH2:42][CH2:41][CH2:40][CH2:39]3)=[CH:34][CH:33]=2)[C:26](=[O:30])[CH2:27][NH:28][CH3:29])[CH:22]=[CH:21][C:10]=1[C:11]([O:13][CH2:14][C:15]1[CH:20]=[CH:19][CH:18]=[CH:17][CH:16]=1)=[O:12])[C:2]1[CH:7]=[CH:6][CH:5]=[CH:4][CH:3]=1.[C:44]1([C:54]2[CH:59]=[CH:58][CH:57]=[CH:56][CH:55]=2)[CH:49]=[CH:48][C:47]([S:50](Cl)(=[O:52])=[O:51])=[CH:46][CH:45]=1, predict the reaction product. The product is: [CH2:1]([O:8][C:9]1[CH:24]=[C:23]([N:25]([CH2:31][C:32]2[CH:33]=[CH:34][C:35]([CH:38]3[CH2:43][CH2:42][CH2:41][CH2:40][CH2:39]3)=[CH:36][CH:37]=2)[C:26](=[O:30])[CH2:27][N:28]([CH3:29])[S:50]([C:47]2[CH:46]=[CH:45][C:44]([C:54]3[CH:59]=[CH:58][CH:57]=[CH:56][CH:55]=3)=[CH:49][CH:48]=2)(=[O:52])=[O:51])[CH:22]=[CH:21][C:10]=1[C:11]([O:13][CH2:14][C:15]1[CH:20]=[CH:19][CH:18]=[CH:17][CH:16]=1)=[O:12])[C:2]1[CH:3]=[CH:4][CH:5]=[CH:6][CH:7]=1. (2) Given the reactants [Cl:1][CH2:2][CH2:3][CH2:4][CH2:5][CH2:6][CH2:7][O:8][CH2:9][CH2:10][O:11][CH2:12][CH2:13][NH:14][C:15](=[O:55])[CH2:16][O:17][CH2:18][CH2:19][O:20][CH2:21][CH2:22][O:23][CH2:24][CH2:25][NH:26][C:27](=[O:54])[CH2:28][CH2:29][C:30]1[N:31]=[N:32][N:33]([CH2:35][CH2:36][O:37][CH2:38][CH2:39][O:40][CH2:41][CH2:42][O:43][CH2:44][CH2:45][NH:46]C(=O)OC(C)(C)C)[CH:34]=1.C(O)(C(F)(F)F)=O.C([O-])([O-])=O.[K+].[K+], predict the reaction product. The product is: [NH2:46][CH2:45][CH2:44][O:43][CH2:42][CH2:41][O:40][CH2:39][CH2:38][O:37][CH2:36][CH2:35][N:33]1[CH:34]=[C:30]([CH2:29][CH2:28][C:27]([NH:26][CH2:25][CH2:24][O:23][CH2:22][CH2:21][O:20][CH2:19][CH2:18][O:17][CH2:16][C:15](=[O:55])[NH:14][CH2:13][CH2:12][O:11][CH2:10][CH2:9][O:8][CH2:7][CH2:6][CH2:5][CH2:4][CH2:3][CH2:2][Cl:1])=[O:54])[N:31]=[N:32]1. (3) Given the reactants Br[C:2]1[S:3][CH:4]=[C:5]([C:7]2[CH:12]=[CH:11][C:10]([NH:13][S:14]([C:17]([F:20])([F:19])[F:18])(=[O:16])=[O:15])=[CH:9][C:8]=2[Cl:21])[N:6]=1.[CH3:22][C:23]1[CH:24]=[N:25][CH:26]=[CH:27][C:28]=1B(O)O.C(=O)([O-])[O-].[Na+].[Na+].CN(C)C=O, predict the reaction product. The product is: [Cl:21][C:8]1[CH:9]=[C:10]([NH:13][S:14]([C:17]([F:20])([F:19])[F:18])(=[O:16])=[O:15])[CH:11]=[CH:12][C:7]=1[C:5]1[N:6]=[C:2]([C:28]2[CH:27]=[CH:26][N:25]=[CH:24][C:23]=2[CH3:22])[S:3][CH:4]=1.